Dataset: Forward reaction prediction with 1.9M reactions from USPTO patents (1976-2016). Task: Predict the product of the given reaction. (1) The product is: [CH2:8]([O:15][C:16]([NH:18][CH2:19][CH2:20][CH2:21][CH2:22][CH2:23][C:24]([O:26][N:34]1[C:38](=[O:39])[CH2:37][CH2:36][C:35]1=[O:40])=[O:25])=[O:17])[C:9]1[CH:10]=[CH:11][CH:12]=[CH:13][CH:14]=1. Given the reactants C(N(CC)CC)C.[CH2:8]([O:15][C:16]([NH:18][CH2:19][CH2:20][CH2:21][CH2:22][CH2:23][C:24]([OH:26])=[O:25])=[O:17])[C:9]1[CH:14]=[CH:13][CH:12]=[CH:11][CH:10]=1.ClC(OCC)=O.O[N:34]1[C:38](=[O:39])[CH2:37][CH2:36][C:35]1=[O:40], predict the reaction product. (2) Given the reactants [CH2:1]([O:8][CH2:9][C:10]([NH:12][C:13]1[CH:18]=[C:17]([C:19]([CH3:22])([CH3:21])[CH3:20])[CH:16]=[C:15]([N+:23]([O-])=O)[C:14]=1[O:26][CH3:27])=[O:11])[C:2]1[CH:7]=[CH:6][CH:5]=[CH:4][CH:3]=1.[NH4+].[Cl-], predict the reaction product. The product is: [NH2:23][C:15]1[C:14]([O:26][CH3:27])=[C:13]([NH:12][C:10](=[O:11])[CH2:9][O:8][CH2:1][C:2]2[CH:3]=[CH:4][CH:5]=[CH:6][CH:7]=2)[CH:18]=[C:17]([C:19]([CH3:20])([CH3:21])[CH3:22])[CH:16]=1. (3) Given the reactants [O:1]1[CH2:6][CH2:5][CH2:4][CH2:3][CH:2]1[O:7][C:8]1[CH:13]=[CH:12][C:11]([C:14]([F:17])([F:16])[F:15])=[CH:10][CH:9]=1.C([Li])CCC.[B:23](OC(C)C)([O:28][CH:29]([CH3:31])C)[O:24][CH:25](C)[CH3:26].[NH:36](CCO)CCO, predict the reaction product. The product is: [O:1]1[CH2:6][CH2:5][CH2:4][CH2:3][CH:2]1[O:7][C:8]1[CH:13]=[CH:12][C:11]([C:14]([F:15])([F:16])[F:17])=[CH:10][C:9]=1[B:23]1[O:28][CH2:29][CH2:31][NH:36][CH2:26][CH2:25][O:24]1. (4) Given the reactants [Br:1]C[C:3]1[CH:39]=[CH:38][CH:37]=[CH:36][C:4]=1[CH2:5][O:6][C:7]1[CH:12]=[CH:11][C:10]([CH:13]2[N:16]([C:17]3[CH:22]=[CH:21][C:20]([F:23])=[CH:19][CH:18]=3)[C:15](=[O:24])[CH:14]2[CH2:25][CH2:26][CH:27]([C:29]2[CH:34]=[CH:33][C:32]([F:35])=[CH:31][CH:30]=2)[OH:28])=[CH:9][CH:8]=1.[CH2:40]1[N:45]2[CH2:46][CH2:47][N:42]([CH2:43][CH2:44]2)[CH2:41]1.[C:48]1(C)C=CC=CC=1, predict the reaction product. The product is: [Br-:1].[F:23][C:20]1[CH:19]=[CH:18][C:17]([N:16]2[C:15](=[O:24])[CH:14]([CH2:25][CH2:26][CH:27]([C:29]3[CH:34]=[CH:33][C:32]([F:35])=[CH:31][CH:30]=3)[OH:28])[CH:13]2[C:10]2[CH:9]=[CH:8][C:7]([O:6][CH2:5][C:4]3[CH:36]=[CH:37][C:38]([CH2:48][N+:42]45[CH2:47][CH2:46][N:45]([CH2:44][CH2:43]4)[CH2:40][CH2:41]5)=[CH:39][CH:3]=3)=[CH:12][CH:11]=2)=[CH:22][CH:21]=1. (5) Given the reactants [CH2:1]1[C:4]2([CH2:7][NH:6][CH2:5]2)[CH2:3][N:2]1[CH2:8][CH2:9][N:10]1[CH2:15][CH2:14][O:13][CH2:12][CH2:11]1.CCN(C(C)C)C(C)C.Cl[C:26]1([C:38]2[CH:43]=[C:42]([O:44][CH3:45])[CH:41]=[CH:40][C:39]=2[O:46][CH2:47][CH3:48])[C:34]2[C:29](=[CH:30][CH:31]=[C:32]([C:35]#[N:36])[CH:33]=2)[NH:28][C:27]1=[O:37].CO.C(Cl)Cl, predict the reaction product. The product is: [CH2:47]([O:46][C:39]1[CH:40]=[CH:41][C:42]([O:44][CH3:45])=[CH:43][C:38]=1[C:26]1([N:6]2[CH2:7][C:4]3([CH2:3][N:2]([CH2:8][CH2:9][N:10]4[CH2:11][CH2:12][O:13][CH2:14][CH2:15]4)[CH2:1]3)[CH2:5]2)[C:34]2[C:29](=[CH:30][CH:31]=[C:32]([C:35]#[N:36])[CH:33]=2)[NH:28][C:27]1=[O:37])[CH3:48]. (6) Given the reactants [CH3:1][O:2][C:3]1[CH:8]=[CH:7][C:6]([C:9]([C:11]2[CH:16]=[CH:15][CH:14]=[CH:13][C:12]=2[O:17]C)=[O:10])=[CH:5][CH:4]=1, predict the reaction product. The product is: [OH:17][C:12]1[CH:13]=[CH:14][CH:15]=[CH:16][C:11]=1[C:9]([C:6]1[CH:7]=[CH:8][C:3]([O:2][CH3:1])=[CH:4][CH:5]=1)=[O:10].